From a dataset of Catalyst prediction with 721,799 reactions and 888 catalyst types from USPTO. Predict which catalyst facilitates the given reaction. (1) Reactant: [O:1]1[C:10]2[CH:9]=[C:8]([CH2:11][NH:12][CH:13]3[CH2:18][CH2:17][N:16]([CH2:19][CH2:20][N:21]4[C:30]5[C:25](=[CH:26][CH:27]=[C:28]([O:31][CH3:32])[CH:29]=5)[N:24]=[CH:23][C:22]4=[O:33])[CH2:15][CH2:14]3)[N:7]=[CH:6][C:5]=2[O:4][CH2:3][CH2:2]1.[ClH:34].C(OCC)(=O)C. Product: [ClH:34].[O:1]1[C:10]2[CH:9]=[C:8]([CH2:11][NH:12][CH:13]3[CH2:18][CH2:17][N:16]([CH2:19][CH2:20][N:21]4[C:30]5[C:25](=[CH:26][CH:27]=[C:28]([O:31][CH3:32])[CH:29]=5)[N:24]=[CH:23][C:22]4=[O:33])[CH2:15][CH2:14]3)[N:7]=[CH:6][C:5]=2[O:4][CH2:3][CH2:2]1. The catalyst class is: 13. (2) Reactant: C([O:3][C:4](=[O:33])[CH2:5][N:6]1[C:14]2[C:9](=[CH:10][C:11]([O:15][CH2:16][C:17]3[N:18]=[C:19]([C:23]4[CH:28]=[CH:27][C:26]([C:29]([F:32])([F:31])[F:30])=[CH:25][CH:24]=4)[O:20][C:21]=3[CH3:22])=[CH:12][CH:13]=2)[CH:8]=[CH:7]1)C.[OH-].[Na+].Cl. The catalyst class is: 305. Product: [CH3:22][C:21]1[O:20][C:19]([C:23]2[CH:28]=[CH:27][C:26]([C:29]([F:31])([F:30])[F:32])=[CH:25][CH:24]=2)=[N:18][C:17]=1[CH2:16][O:15][C:11]1[CH:10]=[C:9]2[C:14](=[CH:13][CH:12]=1)[N:6]([CH2:5][C:4]([OH:33])=[O:3])[CH:7]=[CH:8]2. (3) Reactant: [C:1]([O:5][C:6]([N:8]1[C:13]([CH3:14])=[CH:12][CH2:11][CH2:10][CH:9]1[CH2:15][CH2:16][CH2:17][CH2:18][CH3:19])=[O:7])([CH3:4])([CH3:3])[CH3:2].[C:20]([BH3-])#N.[Na+].C(O)(C(F)(F)F)=O.CCOC(C)=O. The catalyst class is: 2. Product: [C:6]([N:8]1[C@@H:9]([CH2:15][CH2:16][CH2:17][CH2:18][CH2:19][CH3:20])[CH2:10][CH2:11][CH2:12][C@@H:13]1[CH3:14])([O:5][C:1]([CH3:4])([CH3:3])[CH3:2])=[O:7]. (4) Reactant: BrC1C=CC2[C:8]3([C:23](=O)OC=2C=1)[C:16]1[C:11](=[CH:12][CH:13]=[CH:14][CH:15]=1)[N:10]([CH2:17][C@H:18]1[CH2:22][CH2:21][CH2:20][O:19]1)[CH2:9]3.[C:26](=[NH:39])(C1C=CC=CC=1)[C:27]1C=CC=C[CH:28]=1.C[C:41]([CH3:44])([O-:43])[CH3:42].[Na+].C(OCC)(=[O:48])C. Product: [NH2:39][C:26]1[CH:27]=[CH:28][C:44]2[C:8]3([CH2:23][O:43][C:41]=2[CH:42]=1)[C:16]1[C:11](=[CH:12][CH:13]=[CH:14][CH:15]=1)[N:10]([CH2:17][C@H:18]1[CH2:22][CH2:21][CH2:20][O:19]1)[C:9]3=[O:48]. The catalyst class is: 101. (5) Reactant: [Br:1][C:2]1[CH:7]=[CH:6][CH:5]=[CH:4][C:3]=1[CH:8]([C:11]1[CH:16]=[CH:15][CH:14]=[CH:13][CH:12]=1)[CH2:9][OH:10].C(N(C(C)C)CC)(C)C.Cl[CH2:27][O:28][CH3:29]. Product: [Br:1][C:2]1[CH:7]=[CH:6][CH:5]=[CH:4][C:3]=1[CH:8]([C:11]1[CH:12]=[CH:13][CH:14]=[CH:15][CH:16]=1)[CH2:9][O:10][CH2:27][O:28][CH3:29]. The catalyst class is: 2.